Predict the product of the given reaction. From a dataset of Forward reaction prediction with 1.9M reactions from USPTO patents (1976-2016). (1) The product is: [CH2:1]([N:3]([CH2:5][C:6]1[CH:7]=[C:8]([CH:12]=[C:13]([CH3:15])[CH:14]=1)[C:9]([NH:33][NH2:41])=[O:10])[CH3:4])[CH3:2]. Given the reactants [CH2:1]([N:3]([CH2:5][C:6]1[CH:7]=[C:8]([CH:12]=[C:13]([CH3:15])[CH:14]=1)[C:9](O)=[O:10])[CH3:4])[CH3:2].C1CN([P+](O[N:33]2[N:41]=NC3C=CC=CC2=3)(N2CCCC2)N2CCCC2)CC1.F[P-](F)(F)(F)(F)F.CCN(C(C)C)C(C)C.NN, predict the reaction product. (2) Given the reactants Cl.C[O:3][C:4](=[O:17])[CH2:5][C@@H:6]([NH2:16])[CH2:7][C:8]1[CH:13]=[CH:12][C:11]([Cl:14])=[C:10]([Cl:15])[CH:9]=1.[Cl:18][C:19]1[CH:27]=[CH:26][C:22]([C:23](O)=[O:24])=[C:21]([NH:28][S:29]([C:32]2[C:33]3[N:34]=[CH:35][CH:36]=[N:37][C:38]=3[CH:39]=[CH:40][CH:41]=2)(=[O:31])=[O:30])[CH:20]=1, predict the reaction product. The product is: [Cl:18][C:19]1[CH:27]=[CH:26][C:22]([C:23]([NH:16][C@@H:6]([CH2:7][C:8]2[CH:13]=[CH:12][C:11]([Cl:14])=[C:10]([Cl:15])[CH:9]=2)[CH2:5][C:4]([OH:3])=[O:17])=[O:24])=[C:21]([NH:28][S:29]([C:32]2[C:33]3[N:34]=[CH:35][CH:36]=[N:37][C:38]=3[CH:39]=[CH:40][CH:41]=2)(=[O:30])=[O:31])[CH:20]=1. (3) The product is: [OH:6][C:7]1[C:12]2[O:13][C:14]3[CH:19]=[CH:18][CH:17]=[CH:16][C:15]=3[C:11]=2[C:10]([CH:20]=[O:21])=[CH:9][CH:8]=1. Given the reactants C1([O:6][C:7]2[C:12]3[O:13][C:14]4[CH:19]=[CH:18][CH:17]=[CH:16][C:15]=4[C:11]=3[C:10]([CH:20]=[O:21])=[CH:9][CH:8]=2)CCCC1, predict the reaction product. (4) Given the reactants C1([CH2:6][CH2:7][NH:8][C:9]([C:11]2[C:12](=[O:30])[C:13]3[CH:27]=[N:26][C:25](SC)=[N:24][C:14]=3[N:15]3[C:23]=2[S:22][C:21]2[CH:20]=[CH:19][CH:18]=[CH:17][C:16]3=2)=[O:10])CCCC1.[N:31]1([C:37](=[O:39])[CH3:38])[CH2:36][CH2:35][NH:34][CH2:33][CH2:32]1.C[N:41]1[C:45](=O)[CH2:44][CH2:43][CH2:42]1, predict the reaction product. The product is: [N:41]1([CH2:6][CH2:7][NH:8][C:9]([C:11]2[C:12](=[O:30])[C:13]3[CH:27]=[N:26][C:25]([N:34]4[CH2:35][CH2:36][N:31]([C:37](=[O:39])[CH3:38])[CH2:32][CH2:33]4)=[N:24][C:14]=3[N:15]3[C:23]=2[S:22][C:21]2[CH:20]=[CH:19][CH:18]=[CH:17][C:16]3=2)=[O:10])[CH2:45][CH2:44][CH2:43][CH2:42]1.